From a dataset of Reaction yield outcomes from USPTO patents with 853,638 reactions. Predict the reaction yield, written as a fraction of the theoretical maximum amount of product (1.0 means a 100% yield; for example, 0.34 means a 34% yield). (1) The reactants are Br[C:2]1[CH:11]=[C:10]2[C:5]([N:6]=[CH:7][C:8]([C:12]3[CH:17]=[CH:16][N:15]=[CH:14][CH:13]=3)=[N:9]2)=[CH:4][CH:3]=1.[NH2:18][C:19]1[C:24]([S:25]([N:28]([CH3:30])[CH3:29])(=[O:27])=[O:26])=[CH:23][C:22](B2OC(C)(C)C(C)(C)O2)=[CH:21][N:20]=1.C(=O)([O-])[O-].[K+].[K+]. The catalyst is O1CCOCC1. The product is [NH2:18][C:19]1[C:24]([S:25]([N:28]([CH3:30])[CH3:29])(=[O:27])=[O:26])=[CH:23][C:22]([C:2]2[CH:11]=[C:10]3[C:5](=[CH:4][CH:3]=2)[N:6]=[CH:7][C:8]([C:12]2[CH:17]=[CH:16][N:15]=[CH:14][CH:13]=2)=[N:9]3)=[CH:21][N:20]=1. The yield is 0.470. (2) The reactants are CS(Cl)(=O)=O.[CH2:6]([O:13][C:14]1[CH:19]=[C:18]([O:20][CH2:21][C:22]2[CH:27]=[CH:26][CH:25]=[CH:24][CH:23]=2)[C:17]([CH:28]([CH3:30])[CH3:29])=[CH:16][C:15]=1[N:31]1[C:35]([C:36]2[CH:41]=[CH:40][C:39]([CH2:42]O)=[CH:38][CH:37]=2)=[CH:34][N:33]=[N:32]1)[C:7]1[CH:12]=[CH:11][CH:10]=[CH:9][CH:8]=1.[NH:44]1[CH2:49][CH2:48][O:47][CH2:46][CH2:45]1. The catalyst is C(Cl)Cl.CN(C=O)C. The product is [CH2:6]([O:13][C:14]1[CH:19]=[C:18]([O:20][CH2:21][C:22]2[CH:23]=[CH:24][CH:25]=[CH:26][CH:27]=2)[C:17]([CH:28]([CH3:30])[CH3:29])=[CH:16][C:15]=1[N:31]1[C:35]([C:36]2[CH:41]=[CH:40][C:39]([CH2:42][N:44]3[CH2:49][CH2:48][O:47][CH2:46][CH2:45]3)=[CH:38][CH:37]=2)=[CH:34][N:33]=[N:32]1)[C:7]1[CH:12]=[CH:11][CH:10]=[CH:9][CH:8]=1. The yield is 0.800. (3) The reactants are C([NH:4][C:5]1[C:6]([F:15])=[C:7]([CH:11]=[CH:12][C:13]=1[Cl:14])[C:8]([OH:10])=[O:9])(=O)C.Cl. No catalyst specified. The product is [NH2:4][C:5]1[C:6]([F:15])=[C:7]([CH:11]=[CH:12][C:13]=1[Cl:14])[C:8]([OH:10])=[O:9]. The yield is 0.960. (4) The reactants are [O-:1][CH2:2][CH2:3][CH3:4].[Na+].[Na].[CH3:7][NH:8][C:9](=[O:20])[C:10]1[CH:15]=[C:14]([N+:16]([O-:18])=[O:17])[CH:13]=[CH:12][C:11]=1Cl. The catalyst is C(O)CC.CC(O)C. The product is [CH3:7][NH:8][C:9](=[O:20])[C:10]1[CH:15]=[C:14]([N+:16]([O-:18])=[O:17])[CH:13]=[CH:12][C:11]=1[O:1][CH2:2][CH2:3][CH3:4]. The yield is 0.900. (5) The reactants are [CH:1]([O:4][C:5]1[CH:6]=[C:7]([CH:10]=[CH:11][C:12]=1[O:13][CH3:14])[CH:8]=[O:9])([CH3:3])[CH3:2].[I:15]I. The catalyst is C(Cl)(Cl)Cl.FC(F)(F)C([O-])=O.[Ag+]. The product is [I:15][C:10]1[CH:11]=[C:12]([O:13][CH3:14])[C:5]([O:4][CH:1]([CH3:3])[CH3:2])=[CH:6][C:7]=1[CH:8]=[O:9]. The yield is 0.930. (6) The reactants are C(#N)C.C(O)(C(F)(F)F)=O.[Br:11][C:12]1[C:13]([OH:18])=[N:14][CH:15]=[CH:16][CH:17]=1.[I:19]N1C(=O)CCC1=O. The catalyst is O. The product is [Br:11][C:12]1[C:13]([OH:18])=[N:14][CH:15]=[C:16]([I:19])[CH:17]=1. The yield is 0.960. (7) The reactants are [Cl:1][C:2]1[CH:3]=[C:4]([N:17]2[C:22](=[O:23])[NH:21][C:20](=[O:24])[CH:19]=[N:18]2)[CH:5]=[CH:6][C:7]=1[C:8](=O)[C:9]1[CH:14]=[CH:13][C:12]([Cl:15])=[CH:11][CH:10]=1.O.[CH:26]([NH2:28])=[O:27]. The yield is 0.225. The product is [Cl:1][C:2]1[CH:3]=[C:4]([N:17]2[C:22](=[O:23])[NH:21][C:20](=[O:24])[CH:19]=[N:18]2)[CH:5]=[CH:6][C:7]=1[CH:8]([C:9]1[CH:14]=[CH:13][C:12]([Cl:15])=[CH:11][CH:10]=1)[NH:28][CH:26]=[O:27]. The catalyst is C(O)=O. (8) The reactants are Br[C:2]1[CH:7]=[CH:6][CH:5]=[CH:4][N:3]=1.[N+:8]([C:11]1[CH:16]=[CH:15][CH:14]=[CH:13][C:12]=1B(O)O)([O-:10])=[O:9].C(=O)([O-])[O-].[K+].[K+].S([O-])(O)(=O)=O.[Na+]. The catalyst is CN(C=O)C.[Pd].O.C(OCC)(=O)C. The product is [N+:8]([C:11]1[CH:16]=[CH:15][CH:14]=[CH:13][C:12]=1[C:2]1[CH:7]=[CH:6][CH:5]=[CH:4][N:3]=1)([O-:10])=[O:9]. The yield is 0.180.